This data is from Reaction yield outcomes from USPTO patents with 853,638 reactions. The task is: Predict the reaction yield, written as a fraction of the theoretical maximum amount of product (1.0 means a 100% yield; for example, 0.34 means a 34% yield). (1) The reactants are [CH3:1][S:2]([NH:5][CH2:6][C:7]1[C:15]2[S:14](=[O:17])(=[O:16])[N:13]=[C:12]([CH2:18][C:19]([OH:21])=O)[NH:11][C:10]=2[S:9][CH:8]=1)(=[O:4])=[O:3].F[P-](F)(F)(F)(F)F.N1([O:38][C:39](N(C)C)=[N+](C)C)C2N=CC=CC=2N=N1.CN1CCOCC1.C(OC(=O)[CH:57]([CH2:61][NH:62][CH2:63][C:64]1[CH:69]=[CH:68][C:67]([F:70])=[CH:66][CH:65]=1)[CH2:58][CH2:59][CH3:60])C.[O-]CC.[Na+].C(O)C. The catalyst is CN(C)C=O. The product is [F:70][C:67]1[CH:66]=[CH:65][C:64]([CH2:63][N:62]2[CH2:61][CH:57]([CH2:58][CH2:59][CH3:60])[C:19]([OH:21])=[C:18]([C:12]3[NH:11][C:10]4[S:9][CH:8]=[C:7]([CH2:6][NH:5][S:2]([CH3:1])(=[O:3])=[O:4])[C:15]=4[S:14](=[O:16])(=[O:17])[N:13]=3)[C:39]2=[O:38])=[CH:69][CH:68]=1. The yield is 0.390. (2) The yield is 1.00. The product is [S:1]([OH:5])([OH:4])(=[O:3])=[O:2].[NH2:13][C@@H:14]([CH2:19][C:20]1[CH:25]=[CH:24][CH:23]=[CH:22][CH:21]=1)[C@@H:15]([OH:18])[CH2:16][Cl:17]. The reactants are [S:1]([OH:5])([OH:4])(=[O:3])=[O:2].C([N:13](CC1C=CC=CC=1)[C@@H:14]([CH2:19][C:20]1[CH:25]=[CH:24][CH:23]=[CH:22][CH:21]=1)[C@@H:15]([OH:18])[CH2:16][Cl:17])C1C=CC=CC=1.[H][H]. The catalyst is CO.[OH-].[C+4].[Pd+2].[OH-].[OH-].[OH-].[OH-].[OH-]. (3) The reactants are C1(C)C=CC(S(O)(=O)=O)=CC=1.[CH3:12][C:13]([CH2:17][OH:18])([CH2:15][OH:16])[CH3:14].[CH:19]([C:21]1[CH:22]=[C:23]([C:27](=[O:40])[CH2:28][CH2:29][C:30]2[CH:39]=[CH:38][CH:37]=[CH:36][C:31]=2[C:32]([O:34][CH3:35])=[O:33])[CH:24]=[CH:25][CH:26]=1)=O.C([O-])(O)=O.[Na+]. The catalyst is C1(C)C=CC=CC=1. The product is [CH3:12][C:13]1([CH3:14])[CH2:17][O:18][CH:19]([C:21]2[CH:22]=[C:23]([C:27](=[O:40])[CH2:28][CH2:29][C:30]3[CH:39]=[CH:38][CH:37]=[CH:36][C:31]=3[C:32]([O:34][CH3:35])=[O:33])[CH:24]=[CH:25][CH:26]=2)[O:16][CH2:15]1. The yield is 0.540. (4) The reactants are [CH3:1][C:2]1[CH:3]=[C:4]([CH:6]=[C:7]([CH3:10])[C:8]=1[CH3:9])[NH2:5].C1COCC1.[H-].[Na+].F[C:19]1[C:20]([N+:27]([O-:29])=[O:28])=[C:21]([CH:24]=[CH:25][CH:26]=1)[C:22]#[N:23]. The catalyst is O. The product is [N+:27]([C:20]1[C:19]([NH:5][C:4]2[CH:6]=[C:7]([CH3:10])[C:8]([CH3:9])=[C:2]([CH3:1])[CH:3]=2)=[CH:26][CH:25]=[CH:24][C:21]=1[C:22]#[N:23])([O-:29])=[O:28]. The yield is 0.820. (5) The reactants are [Cl-].O[NH3+:3].[C:4](=[O:7])([O-])[OH:5].[Na+].CS(C)=O.[C:13]([C:15]1[CH:20]=[CH:19][CH:18]=[CH:17][C:16]=1[C:21]1[CH:26]=[CH:25][C:24]([CH2:27][C:28]2[C:29](=[O:44])[N:30]([CH2:40][C:41]([NH2:43])=[O:42])[C:31]3[N:32]([N:37]=[CH:38][N:39]=3)[C:33]=2[CH2:34][CH2:35][CH3:36])=[CH:23][CH:22]=1)#[N:14]. The catalyst is C(OCC)(=O)C. The product is [O:44]=[C:29]1[C:28]([CH2:27][C:24]2[CH:23]=[CH:22][C:21]([C:16]3[CH:17]=[CH:18][CH:19]=[CH:20][C:15]=3[C:13]3[NH:3][C:4](=[O:7])[O:5][N:14]=3)=[CH:26][CH:25]=2)=[C:33]([CH2:34][CH2:35][CH3:36])[N:32]2[N:37]=[CH:38][N:39]=[C:31]2[N:30]1[CH2:40][C:41]([NH2:43])=[O:42]. The yield is 0.420. (6) The reactants are [Br:1][C:2]1[CH:3]=[C:4]([NH2:9])[C:5]([NH2:8])=[N:6][CH:7]=1.[F:10][C:11]([F:36])([F:35])[C:12]1[CH:34]=[CH:33][CH:32]=[CH:31][C:13]=1[C:14]([N:16]1[CH2:21][CH2:20][N:19]([C:22]2[N:27]=[N:26][C:25]([C:28](O)=O)=[CH:24][CH:23]=2)[CH2:18][CH2:17]1)=[O:15]. The catalyst is O=P(Cl)(Cl)Cl. The product is [Br:1][C:2]1[CH:3]=[C:4]2[N:9]=[C:28]([C:25]3[N:26]=[N:27][C:22]([N:19]4[CH2:18][CH2:17][N:16]([C:14]([C:13]5[CH:31]=[CH:32][CH:33]=[CH:34][C:12]=5[C:11]([F:36])([F:10])[F:35])=[O:15])[CH2:21][CH2:20]4)=[CH:23][CH:24]=3)[NH:8][C:5]2=[N:6][CH:7]=1. The yield is 0.740. (7) The reactants are [CH2:1]([N:5]1[CH:9]=[C:8]([C:10]2[CH:15]=[CH:14][CH:13]=[CH:12][C:11]=2[Cl:16])[N:7]=[N:6]1)[CH2:2][C:3]#[CH:4].Br[C:18]1[CH:23]=[CH:22][CH:21]=[CH:20][N:19]=1. No catalyst specified. The product is [Cl:16][C:11]1[CH:12]=[CH:13][CH:14]=[CH:15][C:10]=1[C:8]1[N:7]=[N:6][N:5]([CH2:1][CH2:2][C:3]#[C:4][C:18]2[CH:23]=[CH:22][CH:21]=[CH:20][N:19]=2)[CH:9]=1. The yield is 0.350.